This data is from TCR-epitope binding with 47,182 pairs between 192 epitopes and 23,139 TCRs. The task is: Binary Classification. Given a T-cell receptor sequence (or CDR3 region) and an epitope sequence, predict whether binding occurs between them. (1) The epitope is YSEHPTFTSQY. The TCR CDR3 sequence is CASSRLGQGAITEAFF. Result: 0 (the TCR does not bind to the epitope). (2) The epitope is IVTDFSVIK. The TCR CDR3 sequence is CASSFMSTDTQYF. Result: 1 (the TCR binds to the epitope). (3) The epitope is YLDAYNMMI. The TCR CDR3 sequence is CASSLIARGGPNEQFF. Result: 1 (the TCR binds to the epitope).